Dataset: Forward reaction prediction with 1.9M reactions from USPTO patents (1976-2016). Task: Predict the product of the given reaction. (1) Given the reactants FC(F)C1C=C(C=CC=1F)N.[F:12][CH:13]([F:36])[C:14]1[CH:15]=[C:16]([NH:21][C:22]([C@H:24]2[CH2:28][CH2:27][N:26]([C:29](=[O:35])[C:30]([O:32][CH2:33][CH3:34])=[O:31])[CH2:25]2)=[O:23])[CH:17]=[CH:18][C:19]=1[F:20].ClC1C(F)=C(NC([C@H]2CCN(C(=O)C(OCC)=O)C2)=O)C=CC=1F.[F:61][C:62]([F:67])([F:66])[C@@H:63]([NH2:65])[CH3:64], predict the reaction product. The product is: [F:36][CH:13]([F:12])[C:14]1[CH:15]=[C:16]([NH:21][C:22]([C@H:24]2[CH2:28][CH2:27][N:26]([C:29](=[O:35])[C:30]([O:32][CH2:33][CH3:34])=[O:31])[CH2:25]2)=[O:23])[CH:17]=[CH:18][C:19]=1[F:20].[F:36][CH:13]([F:12])[C:14]1[CH:15]=[C:16]([NH:21][C:22]([C@H:24]2[CH2:28][CH2:27][N:26]([C:29](=[O:35])[C:30](=[O:32])[NH:65][C@@H:63]([CH3:64])[C:62]([F:67])([F:66])[F:61])[CH2:25]2)=[O:23])[CH:17]=[CH:18][C:19]=1[F:20]. (2) Given the reactants [O:1]=[C:2](Cl)OC(Cl)(Cl)Cl.C1(C)C=CC=CC=1.O1CCCC1.[F:21][C:22]1[CH:27]=[C:26]([I:28])[CH:25]=[CH:24][C:23]=1[NH:29][C:30](=[O:56])[C@@H:31]([NH:37][C:38](=[O:55])[C@H:39]([NH2:54])[C:40]1[CH:45]=[CH:44][C:43]([O:46][CH2:47][CH2:48][O:49][C:50]([CH3:53])([CH3:52])[CH3:51])=[CH:42][CH:41]=1)[CH2:32][C:33]([CH3:36])([CH3:35])[CH3:34].C(N(CC)C(C)C)(C)C, predict the reaction product. The product is: [F:21][C:22]1[CH:27]=[C:26]([I:28])[CH:25]=[CH:24][C:23]=1[NH:29][C:30](=[O:56])[C@@H:31]([N:37]1[C:38](=[O:55])[C@@H:39]([C:40]2[CH:41]=[CH:42][C:43]([O:46][CH2:47][CH2:48][O:49][C:50]([CH3:53])([CH3:52])[CH3:51])=[CH:44][CH:45]=2)[NH:54][C:2]1=[O:1])[CH2:32][C:33]([CH3:36])([CH3:35])[CH3:34]. (3) Given the reactants [Cl:1][C:2]1[CH:3]=[C:4]([CH2:19][N:20]2[C:24]([CH3:25])=[CH:23][C:22]([C:26]([O:28]CC)=[O:27])=[N:21]2)[C:5]2[O:9][C:8]([C:10]3[CH:15]=[CH:14][C:13]([Cl:16])=[CH:12][C:11]=3[Cl:17])=[CH:7][C:6]=2[CH:18]=1.[OH-].[Na+], predict the reaction product. The product is: [Cl:1][C:2]1[CH:3]=[C:4]([CH2:19][N:20]2[C:24]([CH3:25])=[CH:23][C:22]([C:26]([OH:28])=[O:27])=[N:21]2)[C:5]2[O:9][C:8]([C:10]3[CH:15]=[CH:14][C:13]([Cl:16])=[CH:12][C:11]=3[Cl:17])=[CH:7][C:6]=2[CH:18]=1. (4) Given the reactants [CH:1]([C:4]1[CH:5]=[C:6]([CH:31]=[CH:32][CH:33]=1)[CH2:7][N:8]1[C@@H:16]2[C@H:11]([C@H:12]([CH2:19][C:20]3[CH:25]=[CH:24][CH:23]=[C:22]([O:26][CH2:27][CH2:28][CH3:29])[CH:21]=3)[CH2:13][S:14](=[O:18])(=[O:17])[CH2:15]2)[O:10]C1=O)([CH3:3])[CH3:2], predict the reaction product. The product is: [CH:1]([C:4]1[CH:5]=[C:6]([CH:31]=[CH:32][CH:33]=1)[CH2:7][NH:8][C@@H:16]1[C@@H:11]([OH:10])[C@H:12]([CH2:19][C:20]2[CH:25]=[CH:24][CH:23]=[C:22]([O:26][CH2:27][CH2:28][CH3:29])[CH:21]=2)[CH2:13][S:14](=[O:17])(=[O:18])[CH2:15]1)([CH3:2])[CH3:3]. (5) Given the reactants [F:1][C:2]1[CH:7]=[CH:6][CH:5]=[C:4]([N:8]2[N:12]=[CH:11][CH:10]=[N:9]2)[C:3]=1[C:13]([N:15]1[CH2:22][CH:21]2[CH:17]([CH2:18][N:19]([C:23]3[N:28]=[C:27]([CH3:29])[C:26]([O:30]C)=[C:25]([CH3:32])[N:24]=3)[CH2:20]2)[CH2:16]1)=[O:14].B(Br)(Br)Br, predict the reaction product. The product is: [F:1][C:2]1[CH:7]=[CH:6][CH:5]=[C:4]([N:8]2[N:12]=[CH:11][CH:10]=[N:9]2)[C:3]=1[C:13]([N:15]1[CH2:16][CH:17]2[CH2:18][N:19]([C:23]3[N:24]=[C:25]([CH3:32])[C:26]([OH:30])=[C:27]([CH3:29])[N:28]=3)[CH2:20][CH:21]2[CH2:22]1)=[O:14]. (6) Given the reactants C([Li])CCC.C(NC(C)C)(C)C.[Li+].CC([N-]C(C)C)C.[C:21]([O:25][CH3:26])(=[O:24])[C:22]#[CH:23].[CH:27]1([CH:33]=[O:34])[CH2:32][CH2:31][CH2:30][CH2:29][CH2:28]1, predict the reaction product. The product is: [CH:27]1([CH:33]([OH:34])[C:23]#[C:22][C:21]([O:25][CH3:26])=[O:24])[CH2:32][CH2:31][CH2:30][CH2:29][CH2:28]1. (7) Given the reactants [C:1]([C:5]1[CH:10]=[CH:9][C:8]([C:11]2[CH:16]=[CH:15][C:14]([O:17][CH:18]([C:23]3[CH:31]=[CH:30][C:26]([C:27](O)=[O:28])=[CH:25][CH:24]=3)[CH2:19][CH:20]([CH3:22])[CH3:21])=[CH:13][CH:12]=2)=[CH:7][CH:6]=1)([CH3:4])([CH3:3])[CH3:2].C(N(CC)CC)C.[CH3:39][O:40][C:41](=[O:46])[C@H:42]([OH:45])[CH2:43][NH2:44].CCN=C=NCCCN(C)C, predict the reaction product. The product is: [CH3:39][O:40][C:41](=[O:46])[C@H:42]([OH:45])[CH2:43][NH:44][C:27](=[O:28])[C:26]1[CH:25]=[CH:24][C:23]([CH:18]([O:17][C:14]2[CH:15]=[CH:16][C:11]([C:8]3[CH:7]=[CH:6][C:5]([C:1]([CH3:2])([CH3:4])[CH3:3])=[CH:10][CH:9]=3)=[CH:12][CH:13]=2)[CH2:19][CH:20]([CH3:22])[CH3:21])=[CH:31][CH:30]=1. (8) Given the reactants C(OC([NH:8]C1C=CC(C(OCC)=O)=CC=1B1OC(C)(C)C(C)(C)O1)=O)(C)(C)C.Br[C:30]1[C:31]([C:36]#[N:37])=[N:32][CH:33]=[CH:34][CH:35]=1.C(=O)([O-])[O-].[K+].[K+].[C:44]([O:47][CH2:48][CH3:49])(=[O:46])[CH3:45].[C:50]1(C)[CH:55]=[CH:54]C=[CH:52][CH:51]=1.C(O)C, predict the reaction product. The product is: [NH2:8][C:36]1[C:31]2[N:32]=[CH:33][CH:34]=[CH:35][C:30]=2[C:51]2[CH:52]=[C:45]([C:44]([O:47][CH2:48][CH3:49])=[O:46])[CH:54]=[CH:55][C:50]=2[N:37]=1. (9) Given the reactants FC(F)(F)C(OC(=O)C(F)(F)F)=O.[CH3:14][C:15]([OH:19])([C:17]#[CH:18])[CH3:16].C1CCN2C(=NCCC2)CC1.[Cl:31][C:32]1[CH:33]=[CH:34][C:35](O)=[C:36]([CH:41]=1)[C:37]([O:39][CH3:40])=[O:38].[Cl-].[NH4+], predict the reaction product. The product is: [Cl:31][C:32]1[CH:33]=[CH:34][C:35]([O:19][C:15]([CH3:16])([CH3:14])[C:17]#[CH:18])=[C:36]([CH:41]=1)[C:37]([O:39][CH3:40])=[O:38].